This data is from Reaction yield outcomes from USPTO patents with 853,638 reactions. The task is: Predict the reaction yield, written as a fraction of the theoretical maximum amount of product (1.0 means a 100% yield; for example, 0.34 means a 34% yield). (1) The reactants are [Si]([O:8][C@H:9]([CH3:42])[C@H:10]([C:22]1[O:26][C:25]([C:27]2[CH:32]=[CH:31][C:30]([NH:33][C:34](=[O:41])[C:35]3[CH:40]=[CH:39][CH:38]=[CH:37][CH:36]=3)=[CH:29][CH:28]=2)=[N:24][N:23]=1)[NH:11][C:12]1[CH:17]=[CH:16][C:15]([C:18]#[N:19])=[C:14]([Cl:20])[C:13]=1[CH3:21])(C(C)(C)C)(C)C.CCCC[N+](CCCC)(CCCC)CCCC.[F-]. The catalyst is C1COCC1. The product is [Cl:20][C:14]1[C:13]([CH3:21])=[C:12]([NH:11][C@@H:10]([C:22]2[O:26][C:25]([C:27]3[CH:32]=[CH:31][C:30]([NH:33][C:34](=[O:41])[C:35]4[CH:40]=[CH:39][CH:38]=[CH:37][CH:36]=4)=[CH:29][CH:28]=3)=[N:24][N:23]=2)[C@H:9]([OH:8])[CH3:42])[CH:17]=[CH:16][C:15]=1[C:18]#[N:19]. The yield is 0.910. (2) No catalyst specified. The yield is 0.770. The reactants are C[O:2][C:3]1[CH:4]=[C:5]([C:20]([OH:22])=[O:21])[C:6]2[O:10][C:9]([C:11]3[CH:16]=[CH:15][C:14]([O:17]C)=[CH:13][CH:12]=3)=[CH:8][C:7]=2[CH:19]=1.Cl.N1C=CC=CC=1.Cl. The product is [OH:2][C:3]1[CH:4]=[C:5]([C:20]([OH:22])=[O:21])[C:6]2[O:10][C:9]([C:11]3[CH:16]=[CH:15][C:14]([OH:17])=[CH:13][CH:12]=3)=[CH:8][C:7]=2[CH:19]=1. (3) The catalyst is CC#N. The product is [CH:10]1([NH:13][C:2]([CH3:9])([CH3:8])[C:3]([O:5][CH2:6][CH3:7])=[O:4])[CH2:12][CH2:11]1. The reactants are Br[C:2]([CH3:9])([CH3:8])[C:3]([O:5][CH2:6][CH3:7])=[O:4].[CH:10]1([NH2:13])[CH2:12][CH2:11]1.C([O-])([O-])=O.[K+].[K+]. The yield is 0.460.